From a dataset of Forward reaction prediction with 1.9M reactions from USPTO patents (1976-2016). Predict the product of the given reaction. (1) Given the reactants [NH2:1][C:2]1[N:3]([C:29]2[CH:34]=[CH:33][C:32]([O:35][C:36]3[CH:41]=[CH:40][CH:39]=[CH:38][CH:37]=3)=[CH:31][CH:30]=2)[N:4]=[C:5]2[C:14]3[C:13]([O:15]C)=[CH:12][C:11]([O:17][CH3:18])=[CH:10][C:9]=3[N:8]([CH2:19][C:20]3[CH:25]=[CH:24][C:23]([O:26][CH3:27])=[CH:22][CH:21]=3)[C:7](=[O:28])[C:6]=12.[Br-].[Mg+2].[Br-].N1C=CC=CC=1, predict the reaction product. The product is: [NH2:1][C:2]1[N:3]([C:29]2[CH:34]=[CH:33][C:32]([O:35][C:36]3[CH:41]=[CH:40][CH:39]=[CH:38][CH:37]=3)=[CH:31][CH:30]=2)[N:4]=[C:5]2[C:14]3[C:13]([OH:15])=[CH:12][C:11]([O:17][CH3:18])=[CH:10][C:9]=3[N:8]([CH2:19][C:20]3[CH:21]=[CH:22][C:23]([O:26][CH3:27])=[CH:24][CH:25]=3)[C:7](=[O:28])[C:6]=12. (2) Given the reactants [F:1][C:2]1[CH:12]=[CH:11][CH:10]=[C:9]([F:13])[C:3]=1[C:4]([C:6]([OH:8])=[O:7])=[O:5].[C:14]1([CH2:20][C:21](=[O:23])[CH3:22])[CH:19]=[CH:18][CH:17]=[CH:16][CH:15]=1, predict the reaction product. The product is: [F:1][C:2]1[CH:12]=[CH:11][CH:10]=[C:9]([F:13])[C:3]=1[C:4]([OH:5])([CH:20]([C:14]1[CH:19]=[CH:18][CH:17]=[CH:16][CH:15]=1)[C:21](=[O:23])[CH3:22])[C:6]([OH:8])=[O:7]. (3) Given the reactants C([O:5][C:6]([CH:8]1[CH:12]([C:13]2[CH:18]=[CH:17][CH:16]=[C:15]([Cl:19])[C:14]=2[F:20])[C:11]([C:23]2[CH:28]=[CH:27][C:26]([Cl:29])=[CH:25][C:24]=2[F:30])([C:21]#[N:22])[CH:10]([CH2:31][C:32]([CH3:43])([CH3:42])[CH2:33][O:34][Si](C(C)(C)C)(C)C)[NH:9]1)=[O:7])(C)(C)C.[F:44][C:45]([F:50])([F:49])[C:46]([OH:48])=[O:47], predict the reaction product. The product is: [F:44][C:45]([F:50])([F:49])[C:46]([OH:48])=[O:47].[Cl:19][C:15]1[C:14]([F:20])=[C:13]([CH:12]2[C:11]([C:23]3[CH:28]=[CH:27][C:26]([Cl:29])=[CH:25][C:24]=3[F:30])([C:21]#[N:22])[CH:10]([CH2:31][C:32]([CH3:42])([CH3:43])[CH2:33][OH:34])[NH:9][CH:8]2[C:6]([OH:7])=[O:5])[CH:18]=[CH:17][CH:16]=1. (4) Given the reactants Br[CH2:2][C:3]([CH2:5]Br)=O.[NH2:7][C:8]([NH2:10])=[S:9].Cl.[CH3:12][OH:13], predict the reaction product. The product is: [CH3:12][O:13][CH2:2][C:3]1[N:7]=[C:8]([NH2:10])[S:9][CH:5]=1. (5) Given the reactants [Cl:1][C:2]1[C:10]([C:11]2[N:15]([CH3:16])[N:14]=[CH:13][CH:12]=2)=[CH:9][C:8]([Cl:17])=[CH:7][C:3]=1[C:4]([OH:6])=O.Cl.[NH2:19][CH2:20][C:21]1[C:22](=[O:29])[NH:23][C:24]([CH3:28])=[CH:25][C:26]=1[CH3:27].C1C=NC2N(O)N=NC=2C=1.CN1CCOCC1.C(Cl)CCl, predict the reaction product. The product is: [Cl:1][C:2]1[C:10]([C:11]2[N:15]([CH3:16])[N:14]=[CH:13][CH:12]=2)=[CH:9][C:8]([Cl:17])=[CH:7][C:3]=1[C:4]([NH:19][CH2:20][C:21]1[C:22](=[O:29])[NH:23][C:24]([CH3:28])=[CH:25][C:26]=1[CH3:27])=[O:6]. (6) The product is: [CH2:1]([O:8][NH:9][C@@H:13]([CH2:14][O:15][C:16]1[CH:21]=[CH:20][C:19]([Br:22])=[CH:18][CH:17]=1)[CH2:12][NH2:11])[C:2]1[CH:3]=[CH:4][CH:5]=[CH:6][CH:7]=1. Given the reactants [CH2:1]([O:8][N:9]1[C@@H:13]([CH2:14][O:15][C:16]2[CH:21]=[CH:20][C:19]([Br:22])=[CH:18][CH:17]=2)[CH2:12][NH:11]C1=O)[C:2]1[CH:7]=[CH:6][CH:5]=[CH:4][CH:3]=1.[OH-].[K+], predict the reaction product. (7) Given the reactants Cl[CH2:2][C:3]1[O:4][C:5]([C:8]2[CH:13]=[CH:12][C:11]([Cl:14])=[CH:10][C:9]=2[Cl:15])=[N:6][N:7]=1.[Cl:16][C:17]1[CH:22]=[CH:21][CH:20]=[CH:19][C:18]=1[N:23]1[C:27]([C:28]2[CH:33]=[CH:32][N:31]=[CH:30][CH:29]=2)=[N:26][N:25]=[C:24]1[SH:34].C([O-])([O-])=O.[K+].[K+], predict the reaction product. The product is: [Cl:15][C:9]1[CH:10]=[C:11]([Cl:14])[CH:12]=[CH:13][C:8]=1[C:5]1[O:4][C:3]([CH2:2][S:34][C:24]2[N:23]([C:18]3[CH:19]=[CH:20][CH:21]=[CH:22][C:17]=3[Cl:16])[C:27]([C:28]3[CH:29]=[CH:30][N:31]=[CH:32][CH:33]=3)=[N:26][N:25]=2)=[N:7][N:6]=1. (8) The product is: [Cl:8][C:7]1[C:6]([N:20]2[CH2:21][CH2:22][CH:17]([C:13]3[CH:14]=[CH:15][CH:16]=[C:11]([F:10])[CH:12]=3)[CH2:18][CH2:19]2)=[CH:5][N:4]=[N:3][C:2]=1[NH:29][NH2:30]. Given the reactants Cl[C:2]1[N:3]=[N:4][CH:5]=[C:6](Cl)[C:7]=1[Cl:8].[F:10][C:11]1[CH:12]=[C:13]([CH:17]2[CH2:22][CH2:21][NH:20][CH2:19][CH2:18]2)[CH:14]=[CH:15][CH:16]=1.C(=O)([O-])[O-].[K+].[K+].[NH2:29][NH2:30], predict the reaction product.